Dataset: Full USPTO retrosynthesis dataset with 1.9M reactions from patents (1976-2016). Task: Predict the reactants needed to synthesize the given product. (1) Given the product [Br:1][C:2]1[C:3]([CH3:9])=[C:4]([NH:8][C:20](=[O:22])[CH:19]=[N:10][OH:11])[CH:5]=[CH:6][CH:7]=1, predict the reactants needed to synthesize it. The reactants are: [Br:1][C:2]1[C:3]([CH3:9])=[C:4]([NH2:8])[CH:5]=[CH:6][CH:7]=1.[NH2:10][OH:11].OS(O)(=O)=O.Cl.Cl[C:19](Cl)(Cl)[CH:20]([OH:22])O.[O-]S([O-])(=O)=O.[Na+].[Na+]. (2) Given the product [C:2]([NH:4][C@@H:5]1[C:15]2[CH:16]=[C:17]([O:20][C:27]([CH2:28][CH2:29][CH2:30][CH2:31][C:32]([OH:34])=[O:33])=[O:35])[CH:18]=[CH:19][C:14]=2[C:13]2[C:12]([O:21][CH3:22])=[C:11]([O:23][CH3:24])[C:10]([O:25][CH3:26])=[CH:9][C:8]=2[CH2:7][CH2:6]1)(=[O:3])[CH3:1], predict the reactants needed to synthesize it. The reactants are: [CH3:1][C:2]([NH:4][CH:5]1[C:15]2[CH:16]=[C:17]([OH:20])[CH:18]=[CH:19][C:14]=2[C:13]2[C:8](=[CH:9][C:10]([O:25][CH3:26])=[C:11]([O:23][CH3:24])[C:12]=2[O:21][CH3:22])[CH2:7][CH2:6]1)=[O:3].[C:27](O)(=[O:35])[CH2:28][CH2:29][CH2:30][CH2:31][C:32]([OH:34])=[O:33].C(N(C(C)C)CC)(C)C. (3) Given the product [CH3:25][CH:24]([NH:14][C:11]1[CH:12]=[CH:13][C:8]([NH:7][C:4]2[CH:3]=[CH:2][CH:1]=[CH:6][CH:5]=2)=[CH:9][CH:10]=1)[CH2:23][CH2:22][CH2:21][CH2:20][CH2:19][CH2:18][CH2:17][CH2:16][CH3:15], predict the reactants needed to synthesize it. The reactants are: [CH:1]1[CH:6]=[CH:5][C:4]([NH:7][C:8]2[CH:13]=[CH:12][C:11]([NH2:14])=[CH:10][CH:9]=2)=[CH:3][CH:2]=1.[CH3:15][C:16](=O)[CH2:17][CH2:18][CH2:19][CH2:20][CH2:21][CH2:22][CH2:23][CH2:24][CH3:25].[H][H]. (4) The reactants are: [F:1][CH:2]([F:25])[O:3][C:4]1[CH:24]=[CH:23][C:7]2[NH:8][C:9]([S:11][CH2:12][C:13]3[C:18]([O:19][CH3:20])=[C:17]([O:21][CH3:22])[CH:16]=[CH:15][N:14]=3)=[N:10][C:6]=2[CH:5]=1.[OH-:26].[Na+].[O-]Cl.[Na+].Cl. Given the product [CH3:22][O:21][C:17]1[CH:16]=[CH:15][N:14]=[C:13]([CH2:12][S+:11]([O-:26])[C:9]2[NH:8][C:7]3[CH:23]=[CH:24][C:4]([O:3][CH:2]([F:1])[F:25])=[CH:5][C:6]=3[N:10]=2)[C:18]=1[O:19][CH3:20], predict the reactants needed to synthesize it. (5) Given the product [CH3:1][C:2]1[CH:3]=[C:4]([CH3:23])[C:5]2[O:10][CH:9]([C:11]3[CH:16]=[CH:15][CH:14]=[CH:13][CH:12]=3)[C:8](=[O:17])[N:7]([CH2:18][CH2:19][C:20]([OH:30])=[O:21])[C:6]=2[CH:22]=1, predict the reactants needed to synthesize it. The reactants are: [CH3:1][C:2]1[CH:3]=[C:4]([CH3:23])[C:5]2[O:10][CH:9]([C:11]3[CH:16]=[CH:15][CH:14]=[CH:13][CH:12]=3)[C:8](=[O:17])[N:7]([CH2:18][CH2:19][CH:20]=[O:21])[C:6]=2[CH:22]=1.CC(=CC)C.P([O-])(O)(O)=[O:30].[Na+].Cl([O-])=O.[Na+]. (6) Given the product [NH2:28][C@H:23]1[CH2:24][CH2:25][CH2:26][CH2:27][C@@H:22]1[NH:29][CH:18]1[CH2:19][CH2:20][N:15]([C:2]2([CH3:1])[CH2:3][CH2:4][N:5]([C:8]([O:10][C:11]([CH3:14])([CH3:13])[CH3:12])=[O:9])[CH2:6][CH2:7]2)[CH2:16][CH2:17]1, predict the reactants needed to synthesize it. The reactants are: [CH3:1][C:2]1([N:15]2[CH2:20][CH2:19][C:18](=O)[CH2:17][CH2:16]2)[CH2:7][CH2:6][N:5]([C:8]([O:10][C:11]([CH3:14])([CH3:13])[CH3:12])=[O:9])[CH2:4][CH2:3]1.[C@H:22]1([NH2:29])[CH2:27][CH2:26][CH2:25][CH2:24][C@@H:23]1[NH2:28].C(O[BH-](OC(=O)C)OC(=O)C)(=O)C.[Na+].C([O-])(O)=O.[Na+]. (7) Given the product [NH2:26][C:24]1[C:25]2=[C:17]([C:12]3[CH:13]=[CH:14][C:15]4[C:10]([CH:11]=3)=[N:9][N:8]([CH2:1][C:2]3[CH:7]=[CH:6][CH:5]=[CH:4][CH:3]=3)[CH:16]=4)[CH:18]=[C:19]([CH:27]3[O:32][CH2:31][CH:30]4[CH2:33][N:34]([C:45](=[O:46])[CH2:44][OH:47])[CH2:35][CH2:36][N:29]4[CH2:28]3)[N:20]2[N:21]=[CH:22][N:23]=1, predict the reactants needed to synthesize it. The reactants are: [CH2:1]([N:8]1[CH:16]=[C:15]2[C:10]([CH:11]=[C:12]([C:17]3[CH:18]=[C:19]([CH:27]4[O:32][CH2:31][CH:30]5[CH2:33][NH:34][CH2:35][CH2:36][N:29]5[CH2:28]4)[N:20]4[C:25]=3[C:24]([NH2:26])=[N:23][CH:22]=[N:21]4)[CH:13]=[CH:14]2)=[N:9]1)[C:2]1[CH:7]=[CH:6][CH:5]=[CH:4][CH:3]=1.C(N(CC)CC)C.[C:44](O)(=[O:47])[CH2:45][OH:46].F[P-](F)(F)(F)(F)F.N1(O[P+](N(C)C)(N(C)C)N(C)C)C2C=CC=CC=2N=N1.